From a dataset of Catalyst prediction with 721,799 reactions and 888 catalyst types from USPTO. Predict which catalyst facilitates the given reaction. (1) Reactant: [N:1]([CH2:4][C@@H:5]1[CH2:9][CH2:8][N:7]([C@H:10]([C:12]2[CH:17]=[CH:16][CH:15]=[CH:14][CH:13]=2)[CH3:11])[C@@H:6]1[C:18]([NH2:20])=[O:19])=[N+]=[N-].C1(P(C2C=CC=CC=2)C2C=CC=CC=2)C=CC=CC=1. Product: [NH2:1][CH2:4][C@@H:5]1[CH2:9][CH2:8][N:7]([C@H:10]([C:12]2[CH:17]=[CH:16][CH:15]=[CH:14][CH:13]=2)[CH3:11])[C@@H:6]1[C:18]([NH2:20])=[O:19]. The catalyst class is: 1. (2) Reactant: [CH3:1][O:2][C:3]1[CH:8]=[CH:7][CH:6]=[CH:5][C:4]=1[C:9]1[CH:10]=[C:11]([CH:14]=[C:15]2[O:19][CH2:18][O:17][C:16]=12)C=O.ClC1C=CC=C(C(OO)=[O:28])C=1. Product: [CH3:1][O:2][C:3]1[CH:8]=[CH:7][CH:6]=[CH:5][C:4]=1[C:9]1[CH:10]=[C:11]([OH:28])[CH:14]=[C:15]2[O:19][CH2:18][O:17][C:16]=12. The catalyst class is: 2. (3) Reactant: [Cl:1]N1C(=O)CCC1=O.[F:9][C:10]1[CH:17]=[C:16]([CH:18]=[N:19][OH:20])[CH:15]=[CH:14][C:11]=1[C:12]#[N:13]. Product: [C:12]([C:11]1[CH:14]=[CH:15][C:16]([C:18]([Cl:1])=[N:19][OH:20])=[CH:17][C:10]=1[F:9])#[N:13]. The catalyst class is: 9. (4) Reactant: [N:1]1([C:10]2[S:14][C:13]([CH2:15][OH:16])=[C:12]([O:17][CH2:18][C:19]3[CH:24]=[CH:23][CH:22]=[CH:21][C:20]=3[CH3:25])[CH:11]=2)[C:5]2[CH:6]=[CH:7][CH:8]=[CH:9][C:4]=2[N:3]=[CH:2]1.[C:26](OC(=O)C)(=[O:28])[CH3:27].C(OCC)(=O)C. Product: [C:26]([O:16][CH2:15][C:13]1[S:14][C:10]([N:1]2[C:5]3[CH:6]=[CH:7][CH:8]=[CH:9][C:4]=3[N:3]=[CH:2]2)=[CH:11][C:12]=1[O:17][CH2:18][C:19]1[CH:24]=[CH:23][CH:22]=[CH:21][C:20]=1[CH3:25])(=[O:28])[CH3:27]. The catalyst class is: 112. (5) Reactant: Cl[CH:2]1[NH:7][C:6]([NH2:8])=[N:5][CH:4]=[C:3]1[N+:9]([O-:11])=[O:10].[H-].[Na+].[NH:14]1[C:22]2[C:17](=[CH:18][CH:19]=[C:20]([C:23]#[N:24])[CH:21]=2)[CH:16]=[N:15]1. The catalyst class is: 3. Product: [NH2:8][C:6]1[NH:7][CH:2]([N:14]2[C:22]3[C:17](=[CH:18][CH:19]=[C:20]([C:23]#[N:24])[CH:21]=3)[CH:16]=[N:15]2)[C:3]([N+:9]([O-:11])=[O:10])=[CH:4][N:5]=1. (6) Reactant: [O:1]1[CH2:3][C@H:2]1[CH2:4][OH:5].N1C=CN=C1.[C:11]([Si:15](Cl)([C:22]1[CH:27]=[CH:26][CH:25]=[CH:24][CH:23]=1)[C:16]1[CH:21]=[CH:20][CH:19]=[CH:18][CH:17]=1)([CH3:14])([CH3:13])[CH3:12]. Product: [C:11]([Si:15]([O:5][CH2:4][C@@H:2]1[CH2:3][O:1]1)([C:22]1[CH:27]=[CH:26][CH:25]=[CH:24][CH:23]=1)[C:16]1[CH:17]=[CH:18][CH:19]=[CH:20][CH:21]=1)([CH3:14])([CH3:12])[CH3:13]. The catalyst class is: 4.